This data is from Forward reaction prediction with 1.9M reactions from USPTO patents (1976-2016). The task is: Predict the product of the given reaction. (1) Given the reactants [F:1][C:2]1[C:3]([N:17]=[CH:18][N:19](C)C)=[N:4][C:5]([O:8][CH2:9][C:10]2[CH:15]=[CH:14][C:13]([F:16])=[CH:12][CH:11]=2)=[N:6][CH:7]=1.Cl.N[OH:24], predict the reaction product. The product is: [F:1][C:2]1[C:3]([NH:17][CH:18]=[N:19][OH:24])=[N:4][C:5]([O:8][CH2:9][C:10]2[CH:15]=[CH:14][C:13]([F:16])=[CH:12][CH:11]=2)=[N:6][CH:7]=1. (2) Given the reactants [S:1]1[C:5]2[CH:6]=[CH:7][CH:8]=[CH:9][C:4]=2[N:3]=[C:2]1[C:10]1[C:14]([C:15]([NH:17][C:18]([CH3:21])([CH3:20])[CH3:19])=[O:16])=[CH:13][N:12](COCC[Si](C)(C)C)[N:11]=1.FC(F)(F)C(O)=O, predict the reaction product. The product is: [S:1]1[C:5]2[CH:6]=[CH:7][CH:8]=[CH:9][C:4]=2[N:3]=[C:2]1[C:10]1[C:14]([C:15]([NH:17][C:18]([CH3:21])([CH3:20])[CH3:19])=[O:16])=[CH:13][NH:12][N:11]=1. (3) Given the reactants [Cl:1]C(OCC)=O.C(N(CC)CC)C.C(OC([NH:21][CH:22]1[CH2:24][CH:23]1[C:25]1[CH:30]=[CH:29][C:28]([NH:31][C:32](=[O:42])[CH2:33][CH2:34][CH2:35][CH2:36][CH2:37][CH2:38][C:39](O)=[O:40])=[CH:27][CH:26]=1)=O)(C)(C)C.COC([O:48][NH2:49])(C)C, predict the reaction product. The product is: [ClH:1].[NH2:21][CH:22]1[CH2:24][CH:23]1[C:25]1[CH:30]=[CH:29][C:28]([NH:31][C:32](=[O:42])[CH2:33][CH2:34][CH2:35][CH2:36][CH2:37][CH2:38][C:39]([NH:49][OH:48])=[O:40])=[CH:27][CH:26]=1. (4) Given the reactants [O:1]1[C:6]2[CH:7]=[CH:8][C:9]([C:11]([OH:13])=O)=[CH:10][C:5]=2[O:4][CH2:3][CH2:2]1.C(N1C=CN=C1)(N1C=CN=C1)=O.Cl.[CH3:27][NH:28][O:29][CH3:30].C(N(CC)CC)C, predict the reaction product. The product is: [CH3:30][O:29][N:28]([CH3:27])[C:11]([C:9]1[CH:8]=[CH:7][C:6]2[O:1][CH2:2][CH2:3][O:4][C:5]=2[CH:10]=1)=[O:13]. (5) Given the reactants [NH2:1][C:2]1[C:7]([C:8]#[N:9])=[C:6]([C:10]2[CH:15]=[CH:14][C:13]([O:16][CH2:17][CH2:18][O:19][Si:20]([C:23]([CH3:26])([CH3:25])[CH3:24])([CH3:22])[CH3:21])=[CH:12][CH:11]=2)[C:5]([C:27]#[N:28])=[C:4]([S:29][CH2:30][C:31]2[N:32]=[C:33]([C:36]3[CH:41]=[CH:40][C:39]([Cl:42])=[CH:38][CH:37]=3)[S:34][CH:35]=2)[N:3]=1.[H-].[Na+].Br[CH2:46][C:47]([O:49][CH3:50])=[O:48].[OH2:51], predict the reaction product. The product is: [NH2:9][C:8]1[C:7]2[C:2](=[N:3][C:4]([S:29][CH2:30][C:31]3[N:32]=[C:33]([C:36]4[CH:37]=[CH:38][C:39]([Cl:42])=[CH:40][CH:41]=4)[S:34][CH:35]=3)=[C:5]([C:27]#[N:28])[C:6]=2[C:10]2[CH:15]=[CH:14][C:13]([O:16][CH2:17][CH2:18][O:19][Si:20]([C:23]([CH3:26])([CH3:24])[CH3:25])([CH3:22])[CH3:21])=[CH:12][CH:11]=2)[N:1]([CH2:46][C:47]([O:49][CH3:50])=[O:48])[C:12]=1[C:13]([O:16][CH3:17])=[O:51]. (6) Given the reactants [CH3:1][C:2]([CH3:7])([CH3:6])[C:3](O)=[O:4].CN(C([O:15][N:16]1N=NC2C=CC=NC1=2)=[N+](C)C)C.F[P-](F)(F)(F)(F)F.C(N(CC)CC)C.Cl.[CH2:40]1[C:46]2[CH:47]=[CH:48][C:49]([C:51]([O:53]C)=O)=[CH:50][C:45]=2[CH2:44][CH2:43][CH2:42][NH:41]1.ClC(Cl)C.C([O-])(O)=O.[Na+].[OH-].[K+].Cl.NO.C(O)(=O)C, predict the reaction product. The product is: [CH3:1][C:2]([CH3:7])([CH3:6])[C:3]([N:41]1[CH2:42][CH2:43][CH2:44][C:45]2[CH:50]=[C:49]([C:51]([NH:16][OH:15])=[O:53])[CH:48]=[CH:47][C:46]=2[CH2:40]1)=[O:4]. (7) Given the reactants [F:1][C:2]1[C:3]([C:8]2[N:9]([CH2:13][C:14]3[N:19]=[CH:18][N:17]=[C:16]([NH:20][NH2:21])[C:15]=3[CH2:22][CH2:23][CH3:24])[CH:10]=[CH:11][N:12]=2)=[N:4][CH:5]=[CH:6][CH:7]=1.[F:25][CH:26]([F:35])[C:27](O[C:27](=O)[CH:26]([F:35])[F:25])=O.C([O-])(O)=O.[Na+], predict the reaction product. The product is: [F:25][CH:26]([F:35])[C:27]1[N:17]2[CH:18]=[N:19][C:14]([CH2:13][N:9]3[CH:10]=[CH:11][N:12]=[C:8]3[C:3]3[C:2]([F:1])=[CH:7][CH:6]=[CH:5][N:4]=3)=[C:15]([CH2:22][CH2:23][CH3:24])[C:16]2=[N:20][N:21]=1.